Dataset: Full USPTO retrosynthesis dataset with 1.9M reactions from patents (1976-2016). Task: Predict the reactants needed to synthesize the given product. (1) Given the product [C:72]([O:76][C:77](=[O:87])[N:78]([C:4]1[CH:9]=[CH:8][CH:7]=[C:6]([NH:10][C:11](=[O:38])[CH2:12][N:13]2[N:19]=[C:18]([CH:17]3[CH2:16][CH2:29][CH2:28][CH2:27][CH2:26]3)[C:20]3[CH:21]=[CH:22][CH:23]=[CH:24][C:25]=3[N:15]([CH2:30][C:31](=[O:36])[C:32]([CH3:34])([CH3:35])[CH3:33])[C:14]2=[O:37])[CH:5]=1)[CH3:79])([CH3:75])([CH3:74])[CH3:73], predict the reactants needed to synthesize it. The reactants are: COC(=O)[C:4]1[CH:9]=[CH:8][CH:7]=[C:6]([NH:10][C:11](=[O:38])[CH2:12][N:13]2[N:19]=[C:18]([CH:20]3[CH2:25][CH2:24][CH2:23][CH2:22][CH2:21]3)[C:17]3[CH:26]=[CH:27][CH:28]=[CH:29][C:16]=3[N:15]([CH2:30][C:31](=[O:36])[C:32]([CH3:35])([CH3:34])[CH3:33])[C:14]2=[O:37])[CH:5]=1.C1(C2C3C=CC=CC=3N(CC(N3CCN(C)CC3)=O)C(=O)N(CC(O)=O)N=2)CCCCC1.[C:72]([O:76][C:77](=[O:87])[N:78](C1C=CC=C(N)C=1)[CH3:79])([CH3:75])([CH3:74])[CH3:73].C1(C2C3C=CC=CC=3N(CC(=O)C(C)(C)C)C(=O)N(CC(O)=O)N=2)CCCCC1.COC(=O)C1C=CC=C(N)C=1. (2) Given the product [NH2:1][C:2]1[CH:3]=[C:4](/[CH:8]=[CH:9]\[C:10]2[CH:15]=[C:14]([NH:16][C:17](=[O:23])[O:18][C:19]([CH3:21])([CH3:20])[CH3:22])[CH:13]=[CH:12][N:11]=2)[CH:5]=[CH:6][CH:7]=1, predict the reactants needed to synthesize it. The reactants are: [NH2:1][C:2]1[CH:3]=[C:4]([C:8]#[C:9][C:10]2[CH:15]=[C:14]([NH:16][C:17](=[O:23])[O:18][C:19]([CH3:22])([CH3:21])[CH3:20])[CH:13]=[CH:12][N:11]=2)[CH:5]=[CH:6][CH:7]=1. (3) Given the product [C:11]1([NH:10][CH:3]2[CH:4]3[CH2:7][CH2:8][N:1]([CH2:6][CH2:5]3)[CH2:2]2)[CH:16]=[CH:15][CH:14]=[CH:13][CH:12]=1, predict the reactants needed to synthesize it. The reactants are: [N:1]12[CH2:8][CH2:7][CH:4]([CH2:5][CH2:6]1)[C:3](=O)[CH2:2]2.[NH2:10][C:11]1[CH:16]=[CH:15][CH:14]=[CH:13][CH:12]=1.[BH4-].[Na+]. (4) Given the product [F:33][C:2]([F:32])([F:1])[C:3]1([C:16]2[CH:21]=[CH:20][C:19]([CH:22]([NH:24][C:25](=[O:31])[O:26][C:27]([CH3:29])([CH3:28])[CH3:30])[CH3:23])=[CH:18][CH:17]=2)[N:4]=[N:34]1, predict the reactants needed to synthesize it. The reactants are: [F:1][C:2]([F:33])([F:32])[C:3]([C:16]1[CH:21]=[CH:20][C:19]([CH:22]([NH:24][C:25](=[O:31])[O:26][C:27]([CH3:30])([CH3:29])[CH3:28])[CH3:23])=[CH:18][CH:17]=1)=[N:4]OS(C1C=CC(C)=CC=1)(=O)=O.[NH3:34]. (5) Given the product [Br:10][C:11]1[CH:18]=[CH:17][C:14]([C:15]#[N:16])=[C:13]([O:9][C:3]2[CH:8]=[CH:7][CH:6]=[CH:5][CH:4]=2)[CH:12]=1, predict the reactants needed to synthesize it. The reactants are: [H-].[Na+].[C:3]1([OH:9])[CH:8]=[CH:7][CH:6]=[CH:5][CH:4]=1.[Br:10][C:11]1[CH:18]=[CH:17][C:14]([C:15]#[N:16])=[C:13](F)[CH:12]=1.[OH-].[Na+]. (6) Given the product [CH3:13][O:12][C:9]1[CH:10]=[C:11]2[C:6](=[CH:7][C:8]=1[O:14][CH2:15][CH:16]1[CH2:21][CH2:20][N:19]([CH3:22])[CH2:18][CH2:17]1)[N:5]=[CH:4][N:3]=[C:2]2[O:23][C:24]1[CH:33]=[C:32]2[C:27]([CH:28]=[CH:29][C:30]([CH3:34])=[N:31]2)=[CH:26][CH:25]=1, predict the reactants needed to synthesize it. The reactants are: Cl[C:2]1[C:11]2[C:6](=[CH:7][C:8]([O:14][CH2:15][CH:16]3[CH2:21][CH2:20][N:19]([CH3:22])[CH2:18][CH2:17]3)=[C:9]([O:12][CH3:13])[CH:10]=2)[N:5]=[CH:4][N:3]=1.[OH:23][C:24]1[CH:33]=[C:32]2[C:27]([CH:28]=[CH:29][C:30]([CH3:34])=[N:31]2)=[CH:26][CH:25]=1. (7) The reactants are: [CH:1]1([O:4][C:5]2[CH:10]=[CH:9][N:8]=[C:7]([NH:11][C:12]([C:14]3[CH:51]=[CH:50][C:17]([O:18][C:19]4[CH:24]=[CH:23][N:22]=[C:21]5[N:25]([CH2:41][C:42]6[CH:47]=[CH:46][C:45]([O:48][CH3:49])=[CH:44][CH:43]=6)[N:26]=[C:27]([NH:28][C@@H:29]6[CH2:33][CH2:32][N:31]([C:34]([O:36]C(C)(C)C)=O)[CH2:30]6)[C:20]=45)=[CH:16][CH:15]=3)=[O:13])[CH:6]=2)[CH2:3][CH2:2]1.Cl.[CH:53]1([N:56]([CH3:63])[CH2:57]/[CH:58]=[CH:59]/C(O)=O)[CH2:55][CH2:54]1. Given the product [CH:1]1([O:4][C:5]2[CH:10]=[CH:9][N:8]=[C:7]([NH:11][C:12](=[O:13])[C:14]3[CH:51]=[CH:50][C:17]([O:18][C:19]4[CH:24]=[CH:23][N:22]=[C:21]5[N:25]([CH2:41][C:42]6[CH:47]=[CH:46][C:45]([O:48][CH3:49])=[CH:44][CH:43]=6)[N:26]=[C:27]([NH:28][C@@H:29]6[CH2:33][CH2:32][N:31]([C:34](=[O:36])/[CH:59]=[CH:58]/[CH2:57][N:56]([CH:53]7[CH2:55][CH2:54]7)[CH3:63])[CH2:30]6)[C:20]=45)=[CH:16][CH:15]=3)[CH:6]=2)[CH2:3][CH2:2]1, predict the reactants needed to synthesize it.